This data is from Peptide-MHC class II binding affinity with 134,281 pairs from IEDB. The task is: Regression. Given a peptide amino acid sequence and an MHC pseudo amino acid sequence, predict their binding affinity value. This is MHC class II binding data. (1) The peptide sequence is GELQIVDKISAAFKI. The MHC is DRB3_0101 with pseudo-sequence DRB3_0101. The binding affinity (normalized) is 0.760. (2) The peptide sequence is AGWLAFFRDLVARGL. The MHC is HLA-DQA10101-DQB10501 with pseudo-sequence HLA-DQA10101-DQB10501. The binding affinity (normalized) is 0.842. (3) The peptide sequence is LIDDVLAILPLDDLK. The MHC is DRB1_0401 with pseudo-sequence DRB1_0401. The binding affinity (normalized) is 0.183. (4) The peptide sequence is CSNSHVNTLRFLVKN. The MHC is DRB1_1501 with pseudo-sequence DRB1_1501. The binding affinity (normalized) is 0.381. (5) The peptide sequence is LIINWLQEALSSASL. The MHC is DRB1_0301 with pseudo-sequence DRB1_0301. The binding affinity (normalized) is 0.0246.